The task is: Regression. Given two drug SMILES strings and cell line genomic features, predict the synergy score measuring deviation from expected non-interaction effect.. This data is from NCI-60 drug combinations with 297,098 pairs across 59 cell lines. (1) Drug 1: C1CC(=O)NC(=O)C1N2CC3=C(C2=O)C=CC=C3N. Drug 2: C1C(C(OC1N2C=NC3=C(N=C(N=C32)Cl)N)CO)O. Cell line: SN12C. Synergy scores: CSS=11.1, Synergy_ZIP=-8.43, Synergy_Bliss=-1.54, Synergy_Loewe=-1.66, Synergy_HSA=-1.66. (2) Drug 1: C1CC(=O)NC(=O)C1N2CC3=C(C2=O)C=CC=C3N. Drug 2: C1=NC(=NC(=O)N1C2C(C(C(O2)CO)O)O)N. Cell line: NCIH23. Synergy scores: CSS=7.52, Synergy_ZIP=-0.540, Synergy_Bliss=-1.07, Synergy_Loewe=0.287, Synergy_HSA=-0.249. (3) Drug 1: CC1=C(C=C(C=C1)NC2=NC=CC(=N2)N(C)C3=CC4=NN(C(=C4C=C3)C)C)S(=O)(=O)N.Cl. Drug 2: CC1CCCC2(C(O2)CC(NC(=O)CC(C(C(=O)C(C1O)C)(C)C)O)C(=CC3=CSC(=N3)C)C)C. Cell line: MDA-MB-435. Synergy scores: CSS=-7.66, Synergy_ZIP=1.12, Synergy_Bliss=-5.86, Synergy_Loewe=-19.9, Synergy_HSA=-10.8. (4) Drug 1: C1=CN(C=N1)CC(O)(P(=O)(O)O)P(=O)(O)O. Drug 2: C1CNP(=O)(OC1)N(CCCl)CCCl. Cell line: K-562. Synergy scores: CSS=11.2, Synergy_ZIP=-2.60, Synergy_Bliss=-1.64, Synergy_Loewe=6.52, Synergy_HSA=0.781.